This data is from Peptide-MHC class II binding affinity with 134,281 pairs from IEDB. The task is: Regression. Given a peptide amino acid sequence and an MHC pseudo amino acid sequence, predict their binding affinity value. This is MHC class II binding data. The peptide sequence is GELQIVDKIDAAFQI. The MHC is DRB3_0101 with pseudo-sequence DRB3_0101. The binding affinity (normalized) is 0.616.